Dataset: Catalyst prediction with 721,799 reactions and 888 catalyst types from USPTO. Task: Predict which catalyst facilitates the given reaction. (1) Reactant: Br[Zn][CH2:3][CH2:4][C:5]([O:7][CH2:8][CH3:9])=[O:6].Br[C:11]1[CH:12]=[CH:13][C:14]([C:22]2[N:26]=[C:25]([C:27]3[CH:32]=[CH:31][C:30]([O:33][CH:34]([CH3:36])[CH3:35])=[C:29]([Cl:37])[CH:28]=3)[O:24][N:23]=2)=[C:15]2[C:19]=1[N:18]([CH2:20][CH3:21])[CH:17]=[CH:16]2.C([O-])([O-])=O.[Cs+].[Cs+]. Product: [Cl:37][C:29]1[CH:28]=[C:27]([C:25]2[O:24][N:23]=[C:22]([C:14]3[CH:13]=[CH:12][C:11]([CH2:3][CH2:4][C:5]([O:7][CH2:8][CH3:9])=[O:6])=[C:19]4[C:15]=3[CH:16]=[CH:17][N:18]4[CH2:20][CH3:21])[N:26]=2)[CH:32]=[CH:31][C:30]=1[O:33][CH:34]([CH3:36])[CH3:35]. The catalyst class is: 443. (2) Reactant: [NH2:1][C:2]1[C:10]2[N:9]=[C:8]([CH2:11][O:12][CH3:13])[N:7]([CH3:14])[C:6]=2[CH:5]=[C:4]([Br:15])[CH:3]=1.[CH2:16]([C:18]1[CH:25]=[CH:24][CH:23]=[C:22]([CH3:26])[C:19]=1[CH2:20]Cl)[CH3:17].C(=O)([O-])[O-].[K+].[K+].[I-].[K+]. Product: [Br:15][C:4]1[CH:3]=[C:2]([NH:1][CH2:20][C:19]2[C:22]([CH3:26])=[CH:23][CH:24]=[CH:25][C:18]=2[CH2:16][CH3:17])[C:10]2[N:9]=[C:8]([CH2:11][O:12][CH3:13])[N:7]([CH3:14])[C:6]=2[CH:5]=1. The catalyst class is: 47.